Dataset: Forward reaction prediction with 1.9M reactions from USPTO patents (1976-2016). Task: Predict the product of the given reaction. (1) Given the reactants [CH3:1][C:2]1[CH:11]=[CH:10][C:9]2[C:4](=[CH:5][CH:6]=[CH:7][C:8]=2[N:12]2[CH2:17][CH2:16][N:15]([CH2:18][CH2:19][C:20]3[CH:29]=[CH:28][CH:27]=[C:26]4[C:21]=3[CH:22]=[CH:23][C:24]3[N:25]4[N:30]=[N:31][C:32]=3[C:33]([O:35]CC)=O)[CH2:14][CH2:13]2)[N:3]=1.[OH-].[K+].C[Si](C)(C)[NH:42][Si](C)(C)C.[ClH:49], predict the reaction product. The product is: [ClH:49].[ClH:49].[CH3:1][C:2]1[CH:11]=[CH:10][C:9]2[C:4](=[CH:5][CH:6]=[CH:7][C:8]=2[N:12]2[CH2:13][CH2:14][N:15]([CH2:18][CH2:19][C:20]3[CH:29]=[CH:28][CH:27]=[C:26]4[C:21]=3[CH:22]=[CH:23][C:24]3[N:25]4[N:30]=[N:31][C:32]=3[C:33]([NH2:42])=[O:35])[CH2:16][CH2:17]2)[N:3]=1. (2) Given the reactants [F:1][C:2]([F:13])([F:12])[C:3]1[N:8]=[N:7][C:6]([C:9]([OH:11])=O)=[CH:5][CH:4]=1.CN(C(ON1N=NC2C=CC=NC1=2)=[N+](C)C)C.F[P-](F)(F)(F)(F)F.CCN(C(C)C)C(C)C.Cl.[F:48][C:49]([F:62])([F:61])[C:50]1[NH:51][C:52]2[C:57]([CH:58]=1)=[CH:56][C:55]([CH2:59][NH2:60])=[CH:54][CH:53]=2, predict the reaction product. The product is: [F:12][C:2]([F:1])([F:13])[C:3]1[N:8]=[N:7][C:6]([C:9]([NH:60][CH2:59][C:55]2[CH:56]=[C:57]3[C:52](=[CH:53][CH:54]=2)[NH:51][C:50]([C:49]([F:62])([F:48])[F:61])=[CH:58]3)=[O:11])=[CH:5][CH:4]=1. (3) Given the reactants [Cl:1][C:2]1[C:3]2[N:4]([C:8]([C@@H:11]3[O:16][CH2:15][C@H:14]4[CH2:17][CH2:18][C:19](=[O:20])[N:13]4[CH2:12]3)=[N:9][CH:10]=2)[CH:5]=[CH:6][N:7]=1.[Br:21]N1C(=O)CCC1=O, predict the reaction product. The product is: [Br:21][C:10]1[N:9]=[C:8]([C@@H:11]2[O:16][CH2:15][C@H:14]3[CH2:17][CH2:18][C:19](=[O:20])[N:13]3[CH2:12]2)[N:4]2[CH:5]=[CH:6][N:7]=[C:2]([Cl:1])[C:3]=12. (4) Given the reactants [NH2:1][CH2:2][C@H:3]1[N:8]([C:9]([O:11][CH2:12][C:13]2[CH:18]=[CH:17][CH:16]=[CH:15][CH:14]=2)=[O:10])[CH2:7][C@@H:6]2[C@H:4]1[CH2:5]2.C(N(CC)CC)C.Cl[C:27]1[O:28][C:29]2[CH:35]=[CH:34][CH:33]=[CH:32][C:30]=2[N:31]=1, predict the reaction product. The product is: [O:28]1[C:29]2[CH:35]=[CH:34][CH:33]=[CH:32][C:30]=2[N:31]=[C:27]1[NH:1][CH2:2][C@H:3]1[N:8]([C:9]([O:11][CH2:12][C:13]2[CH:18]=[CH:17][CH:16]=[CH:15][CH:14]=2)=[O:10])[CH2:7][C@@H:6]2[C@H:4]1[CH2:5]2.